Dataset: Forward reaction prediction with 1.9M reactions from USPTO patents (1976-2016). Task: Predict the product of the given reaction. (1) Given the reactants [Cl:1][C:2]1[CH:29]=[CH:28][C:5]([O:6][C:7]2[CH:12]=[CH:11][C:10]([C:13]([C:15]3[CH:20]=[C:19]([O:21][CH3:22])[C:18]([Cl:23])=[CH:17][C:16]=3[F:24])=O)=[C:9]([CH2:25][CH2:26][CH3:27])[CH:8]=2)=[CH:4][CH:3]=1.Cl.[NH2:31][OH:32].C([O-])(=O)C.[Na+], predict the reaction product. The product is: [Cl:1][C:2]1[CH:29]=[CH:28][C:5]([O:6][C:7]2[CH:12]=[CH:11][C:10](/[C:13](/[C:15]3[CH:20]=[C:19]([O:21][CH3:22])[C:18]([Cl:23])=[CH:17][C:16]=3[F:24])=[N:31]/[OH:32])=[C:9]([CH2:25][CH2:26][CH3:27])[CH:8]=2)=[CH:4][CH:3]=1. (2) Given the reactants [C:1]1([CH3:11])[CH:6]=[CH:5][C:4]([S:7]([OH:10])(=[O:9])=[O:8])=[CH:3][CH:2]=1.C1([C@@H]([NH:20][C@H:21]2[CH2:30][CH2:29][C:24]3([O:28][CH2:27][CH2:26][O:25]3)[CH2:23][C@H:22]2[C:31]([O:33][CH2:34][CH3:35])=[O:32])C)C=CC=CC=1.[H][H], predict the reaction product. The product is: [C:1]1([CH3:11])[CH:2]=[CH:3][C:4]([S:7]([OH:10])(=[O:8])=[O:9])=[CH:5][CH:6]=1.[NH2:20][C@H:21]1[CH2:30][CH2:29][C:24]2([O:28][CH2:27][CH2:26][O:25]2)[CH2:23][C@H:22]1[C:31]([O:33][CH2:34][CH3:35])=[O:32]. (3) Given the reactants [CH3:1][O:2][C:3]1[CH:4]=[C:5]([CH2:11][C:12](=[O:16])[CH2:13][C:14]#[N:15])[CH:6]=[CH:7][C:8]=1[O:9][CH3:10].[CH3:17][N:18](C(OC)OC)C.[C:25]([O-])(=O)C.[NH4+], predict the reaction product. The product is: [CH3:1][O:2][C:3]1[CH:4]=[C:5]([C:11]2[CH:25]=[N:15][CH:14]=[C:13]([C:12]=2[OH:16])[C:17]#[N:18])[CH:6]=[CH:7][C:8]=1[O:9][CH3:10]. (4) Given the reactants C1(C2NC=C(I)N=2)CC1.[CH:10]1([C:13]2[N:14]([C:19]3[CH:24]=[CH:23][C:22]([F:25])=[CH:21][CH:20]=3)[CH:15]=[C:16]([I:18])[N:17]=2)[CH2:12][CH2:11]1.FC1C=CC(B(O)O)=CC=1, predict the reaction product. The product is: [CH:10]1([C:13]2[N:14]([C:19]3[CH:20]=[CH:21][C:22]([F:25])=[CH:23][CH:24]=3)[CH:15]=[C:16]([I:18])[N:17]=2)[CH2:12][CH2:11]1. (5) Given the reactants Cl[C:2]1[C:7]([Cl:8])=[CH:6][C:5]([C:9]([F:12])([F:11])[F:10])=[CH:4][N:3]=1.[CH:13]1([CH2:17][NH:18][S:19]([C:22]2[CH:31]=[CH:30][C:25]([C:26]([O:28][CH3:29])=[O:27])=[CH:24][CH:23]=2)(=[O:21])=[O:20])[CH2:16][CH2:15][CH2:14]1, predict the reaction product. The product is: [Cl:8][C:7]1[C:2]([N:18]([CH2:17][CH:13]2[CH2:14][CH2:15][CH2:16]2)[S:19]([C:22]2[CH:31]=[CH:30][C:25]([C:26]([O:28][CH3:29])=[O:27])=[CH:24][CH:23]=2)(=[O:21])=[O:20])=[N:3][CH:4]=[C:5]([C:9]([F:12])([F:11])[F:10])[CH:6]=1. (6) Given the reactants C(N(C1CCCCC1)C(=O)C1C=C([N:12]2[CH2:17][CH2:16][N:15]([CH2:18][CH2:19][CH:20]([C:27]3[CH:32]=[CH:31][CH:30]=[CH:29][CH:28]=3)[C:21]3[CH:26]=[CH:25][CH:24]=[CH:23][CH:22]=3)[CH2:14][CH2:13]2)C=CC=1F)C=C.[CH3:41][C:42]1[CH:50]=[CH:49][C:48]([N+]([O-])=O)=[CH:47][C:43]=1[C:44]([OH:46])=O.[CH3:54][NH:55][CH:56]1[CH2:61][CH2:60][CH2:59][CH2:58][CH2:57]1, predict the reaction product. The product is: [CH:56]1([N:55]([CH3:54])[C:44](=[O:46])[C:43]2[CH:47]=[C:48]([N:12]3[CH2:17][CH2:16][N:15]([CH2:18][CH2:19][CH:20]([C:21]4[CH:26]=[CH:25][CH:24]=[CH:23][CH:22]=4)[C:27]4[CH:32]=[CH:31][CH:30]=[CH:29][CH:28]=4)[CH2:14][CH2:13]3)[CH:49]=[CH:50][C:42]=2[CH3:41])[CH2:61][CH2:60][CH2:59][CH2:58][CH2:57]1.